From a dataset of Forward reaction prediction with 1.9M reactions from USPTO patents (1976-2016). Predict the product of the given reaction. (1) Given the reactants [CH2:1]([O:3][C:4]([C@H:6]1[CH2:11][CH2:10][CH2:9][N:8]([CH2:12][C@@H:13]([O:24][Si:25]([C:28]([CH3:31])([CH3:30])[CH3:29])([CH3:27])[CH3:26])[C:14]2[CH:19]=[CH:18][C:17](/[C:20](=[N:22]/[OH:23])/[NH2:21])=[CH:16][CH:15]=2)[CH2:7]1)=[O:5])[CH3:2].[C:32]1([C:38]2[C:42]([C:43]([F:46])([F:45])[F:44])=[C:41]([C:47](Cl)=O)[O:40][N:39]=2)[CH:37]=[CH:36][CH:35]=[CH:34][CH:33]=1.CCN(C(C)C)C(C)C, predict the reaction product. The product is: [Si:25]([O:24][C@@H:13]([C:14]1[CH:15]=[CH:16][C:17]([C:20]2[N:21]=[C:47]([C:41]3[O:40][N:39]=[C:38]([C:32]4[CH:37]=[CH:36][CH:35]=[CH:34][CH:33]=4)[C:42]=3[C:43]([F:46])([F:44])[F:45])[O:23][N:22]=2)=[CH:18][CH:19]=1)[CH2:12][N:8]1[CH2:9][CH2:10][CH2:11][C@H:6]([C:4]([O:3][CH2:1][CH3:2])=[O:5])[CH2:7]1)([C:28]([CH3:30])([CH3:29])[CH3:31])([CH3:27])[CH3:26]. (2) The product is: [NH2:1][C:2]1[NH:3][C:4](=[O:12])[C:5]2[N:6]=[C:7]([N:21]3[CH2:20][CH2:19][CH:18]([O:17][C:16]4[CH:24]=[CH:25][CH:26]=[CH:27][C:15]=4[C:14]([F:13])([F:28])[F:29])[CH2:23][CH2:22]3)[NH:8][C:9]=2[N:10]=1. Given the reactants [NH2:1][C:2]1[NH:3][C:4](=[O:12])[C:5]2[N:6]=[C:7](Br)[NH:8][C:9]=2[N:10]=1.[F:13][C:14]([F:29])([F:28])[C:15]1[CH:27]=[CH:26][CH:25]=[CH:24][C:16]=1[O:17][CH:18]1[CH2:23][CH2:22][NH:21][CH2:20][CH2:19]1.C(N(CC)CC)C, predict the reaction product. (3) Given the reactants [F:1][C:2]1[CH:3]=[CH:4][C:5]([O:9][CH3:10])=[C:6]([CH:8]=1)[NH2:7].Br.Br[CH:13]([C:15]1[CH:16]=[C:17]([C:32]([N:34]([CH3:36])[CH3:35])=[O:33])[CH:18]=[C:19]2[C:24]=1[O:23][C:22]([N:25]1[CH2:30][CH2:29][O:28][CH2:27][CH2:26]1)=[CH:21][C:20]2=[O:31])[CH3:14], predict the reaction product. The product is: [F:1][C:2]1[CH:3]=[CH:4][C:5]([O:9][CH3:10])=[C:6]([NH:7][CH:13]([C:15]2[CH:16]=[C:17]([C:32]([N:34]([CH3:36])[CH3:35])=[O:33])[CH:18]=[C:19]3[C:24]=2[O:23][C:22]([N:25]2[CH2:30][CH2:29][O:28][CH2:27][CH2:26]2)=[CH:21][C:20]3=[O:31])[CH3:14])[CH:8]=1. (4) Given the reactants [CH2:1]([O:8][C:9]([N:11]1[CH2:16][CH2:15][CH2:14][CH:13]([C:17](Cl)=[O:18])[CH2:12]1)=[O:10])[C:2]1[CH:7]=[CH:6][CH:5]=[CH:4][CH:3]=1.[NH2:20][C:21]1[C:22]([OH:31])=[C:23]([CH:28]=[CH:29][CH:30]=1)[C:24]([O:26][CH3:27])=[O:25], predict the reaction product. The product is: [CH2:1]([O:8][C:9]([N:11]1[CH2:16][CH2:15][CH2:14][CH:13]([C:17](=[O:18])[NH:20][C:21]2[CH:30]=[CH:29][CH:28]=[C:23]([C:24]([O:26][CH3:27])=[O:25])[C:22]=2[OH:31])[CH2:12]1)=[O:10])[C:2]1[CH:7]=[CH:6][CH:5]=[CH:4][CH:3]=1. (5) Given the reactants [F:1][C:2]1[C:3]([O:20][CH3:21])=[C:4]([CH:8]([CH3:19])[CH:9]([CH3:18])[C:10]([OH:17])([C:13]([F:16])([F:15])[F:14])[CH:11]=O)[CH:5]=[CH:6][CH:7]=1.[NH2:22][C:23]1[CH:32]=[C:31]([F:33])[C:30]([F:34])=[C:29]2[C:24]=1[CH:25]=[N:26][C:27]([CH3:35])=[N:28]2.O, predict the reaction product. The product is: [F:33][C:31]1[C:30]([F:34])=[C:29]2[C:24]([CH:25]=[N:26][C:27]([CH3:35])=[N:28]2)=[C:23]([N:22]=[CH:11][C:10]([C:13]([F:14])([F:15])[F:16])([OH:17])[CH:9]([CH3:18])[CH:8]([C:4]2[CH:5]=[CH:6][CH:7]=[C:2]([F:1])[C:3]=2[O:20][CH3:21])[CH3:19])[CH:32]=1. (6) The product is: [C:29]([O:33][C:34]([N:36]1[CH2:40][C@@H:39]([O:27][C:20](=[O:28])[C:21]2[CH:26]=[CH:25][CH:24]=[CH:23][CH:22]=2)[CH2:38][C@H:37]1[C:42]1[O:46][N:45]=[C:44]([C:47]2[CH:52]=[CH:51][C:50]([CH2:53][CH2:54][CH2:55][CH2:56][CH2:57][CH2:58][CH2:59][CH3:60])=[CH:49][CH:48]=2)[N:43]=1)=[O:35])([CH3:32])([CH3:31])[CH3:30]. Given the reactants C1C=CC(P(C2C=CC=CC=2)C2C=CC=CC=2)=CC=1.[C:20]([OH:28])(=[O:27])[C:21]1[CH:26]=[CH:25][CH:24]=[CH:23][CH:22]=1.[C:29]([O:33][C:34]([N:36]1[CH2:40][C@H:39](O)[CH2:38][C@H:37]1[C:42]1[O:46][N:45]=[C:44]([C:47]2[CH:52]=[CH:51][C:50]([CH2:53][CH2:54][CH2:55][CH2:56][CH2:57][CH2:58][CH2:59][CH3:60])=[CH:49][CH:48]=2)[N:43]=1)=[O:35])([CH3:32])([CH3:31])[CH3:30].CC(OC(/N=N/C(OC(C)C)=O)=O)C, predict the reaction product. (7) Given the reactants Br[C:2]1[C:10]2[O:9][C:8]3[C:11]([C:15]4[CH:16]=[CH:17][C:18]5[N:19]([C:28]6[CH:33]=[CH:32][CH:31]=[CH:30][CH:29]=6)[C:20]6[C:25]([C:26]=5[CH:27]=4)=[CH:24][CH:23]=[CH:22][CH:21]=6)=[CH:12][CH:13]=[CH:14][C:7]=3[C:6]=2[CH:5]=[CH:4][CH:3]=1.[C:34]1([C:62]2[CH:67]=[CH:66][CH:65]=[CH:64][CH:63]=2)[CH:39]=[CH:38][C:37]([N:40]([C:50]2[CH:55]=[CH:54][C:53]([C:56]3[CH:61]=[CH:60][CH:59]=[CH:58][CH:57]=3)=[CH:52][CH:51]=2)[C:41]2[CH:46]=[CH:45][C:44](B(O)O)=[CH:43][CH:42]=2)=[CH:36][CH:35]=1.P([O-])([O-])([O-])=O.[K+].[K+].[K+].C1(C)C=CC=CC=1P(C1C=CC=CC=1C)C1C=CC=CC=1C, predict the reaction product. The product is: [C:34]1([C:62]2[CH:67]=[CH:66][CH:65]=[CH:64][CH:63]=2)[CH:39]=[CH:38][C:37]([N:40]([C:50]2[CH:55]=[CH:54][C:53]([C:56]3[CH:61]=[CH:60][CH:59]=[CH:58][CH:57]=3)=[CH:52][CH:51]=2)[C:41]2[CH:46]=[CH:45][C:44](/[C:2](=[C:10]3\[O:9][C:8]4[C:11]([C:15]5[CH:16]=[CH:17][C:18]6[N:19]([C:28]7[CH:33]=[CH:32][CH:31]=[CH:30][CH:29]=7)[C:20]7[C:25]([C:26]=6[CH:27]=5)=[CH:24][CH:23]=[CH:22][CH:21]=7)=[CH:12][CH:13]=[CH:14][C:7]=4\[C:6]\3=[CH:5]\[CH3:4])/[CH3:3])=[CH:43][CH:42]=2)=[CH:36][CH:35]=1. (8) Given the reactants [OH:1][CH2:2][CH:3]1[N:8]([CH2:9][C:10]2[CH:15]=[CH:14][CH:13]=[C:12]([C:16](=[O:48])[NH:17][C:18]3[S:19][C:20]4[CH2:47][CH2:46][CH2:45][CH2:44][C:21]=4[C:22]=3[C:23](=[O:43])[NH:24][C:25]3[CH:30]=[CH:29][C:28]([CH2:31][CH2:32][C:33]4[CH:38]=[CH:37][C:36]([C:39]([O:41][CH3:42])=[O:40])=[CH:35][CH:34]=4)=[CH:27][CH:26]=3)[CH:11]=2)[CH2:7][CH2:6][N:5](C(OC(C)(C)C)=O)[CH2:4]1.C(O)(C(F)(F)F)=O, predict the reaction product. The product is: [OH:1][CH2:2][CH:3]1[CH2:4][NH:5][CH2:6][CH2:7][N:8]1[CH2:9][C:10]1[CH:11]=[C:12]([CH:13]=[CH:14][CH:15]=1)[C:16]([NH:17][C:18]1[S:19][C:20]2[CH2:47][CH2:46][CH2:45][CH2:44][C:21]=2[C:22]=1[C:23]([NH:24][C:25]1[CH:30]=[CH:29][C:28]([CH2:31][CH2:32][C:33]2[CH:34]=[CH:35][C:36]([C:39]([O:41][CH3:42])=[O:40])=[CH:37][CH:38]=2)=[CH:27][CH:26]=1)=[O:43])=[O:48]. (9) Given the reactants C([C@H]1COC(=O)N1C(=O)[CH2:15][C@H:16]([C:38]1[CH:42]=[CH:41][O:40][N:39]=1)[C:17]1[CH:22]=[CH:21][C:20]([O:23][CH2:24][CH:25]([O:27][C:28]2[CH:33]=[CH:32][C:31]([C:34]([F:37])([F:36])[F:35])=[CH:30][CH:29]=2)[CH3:26])=[CH:19][CH:18]=1)C1C=CC=CC=1.[OH:44]O.[OH-].[Li+].Cl.C1[CH2:53][O:52]CC1, predict the reaction product. The product is: [O:40]1[CH:41]=[CH:42][C:38]([C@H:16]([C:17]2[CH:18]=[CH:19][C:20]([O:23][CH2:24][CH:25]([O:27][C:28]3[CH:29]=[CH:30][C:31]([C:34]([F:36])([F:35])[F:37])=[CH:32][CH:33]=3)[CH3:26])=[CH:21][CH:22]=2)[CH2:15][C:53]([OH:52])=[O:44])=[N:39]1. (10) Given the reactants Br[C:2]1[CH:7]=[C:6]([C:8]2[C:9]([C:16]3[CH:21]=[CH:20][C:19]([F:22])=[CH:18][CH:17]=3)=[N:10][O:11][C:12]=2[CH2:13][O:14][CH3:15])[CH:5]=[CH:4][N:3]=1.[CH:23]1([NH2:29])[CH2:28][CH2:27][CH2:26][CH2:25][CH2:24]1.C1C=CC(P(C2C(C3C(P(C4C=CC=CC=4)C4C=CC=CC=4)=CC=C4C=3C=CC=C4)=C3C(C=CC=C3)=CC=2)C2C=CC=CC=2)=CC=1.CC([O-])(C)C.[Na+], predict the reaction product. The product is: [CH:23]1([NH:29][C:2]2[CH:7]=[C:6]([C:8]3[C:9]([C:16]4[CH:21]=[CH:20][C:19]([F:22])=[CH:18][CH:17]=4)=[N:10][O:11][C:12]=3[CH2:13][O:14][CH3:15])[CH:5]=[CH:4][N:3]=2)[CH2:28][CH2:27][CH2:26][CH2:25][CH2:24]1.